Dataset: Full USPTO retrosynthesis dataset with 1.9M reactions from patents (1976-2016). Task: Predict the reactants needed to synthesize the given product. (1) Given the product [CH3:1][O:2][C:3]([C:5]1[C:13]([CH2:14][N:15]2[C:19]3[CH:20]=[CH:21][CH:22]=[CH:23][C:18]=3[N:17]([C:24]([CH3:26])=[CH2:25])[C:16]2=[O:27])=[C:12]2[C:8]([C:9]([CH3:29])=[C:10]([CH3:28])[N:11]2[CH3:32])=[CH:7][CH:6]=1)=[O:4], predict the reactants needed to synthesize it. The reactants are: [CH3:1][O:2][C:3]([C:5]1[C:13]([CH2:14][N:15]2[C:19]3[CH:20]=[CH:21][CH:22]=[CH:23][C:18]=3[N:17]([C:24]([CH3:26])=[CH2:25])[C:16]2=[O:27])=[C:12]2[C:8]([C:9]([CH3:29])=[C:10]([CH3:28])[NH:11]2)=[CH:7][CH:6]=1)=[O:4].[H-].[Na+].[CH3:32]I.[NH4+].[Cl-]. (2) The reactants are: I[C:2]1[CH:3]=[C:4]2[C:9](=[CH:10][CH:11]=1)[N:8]1[CH:12]=[CH:13][N:14]=[C:7]1[CH:6]=[CH:5]2.[CH2:15]([CH:17]([CH2:25][CH2:26][CH2:27][CH3:28])[CH2:18][O:19][C:20](=[O:24])[CH2:21][CH2:22][SH:23])[CH3:16].CCN(C(C)C)C(C)C.C1(P(C2C=CC=CC=2)C2C3OC4C(=CC=CC=4P(C4C=CC=CC=4)C4C=CC=CC=4)C(C)(C)C=3C=CC=2)C=CC=CC=1. Given the product [CH2:15]([CH:17]([CH2:25][CH2:26][CH2:27][CH3:28])[CH2:18][O:19][C:20](=[O:24])[CH2:21][CH2:22][S:23][C:2]1[CH:3]=[C:4]2[C:9](=[CH:10][CH:11]=1)[N:8]1[CH:12]=[CH:13][N:14]=[C:7]1[CH:6]=[CH:5]2)[CH3:16], predict the reactants needed to synthesize it.